Task: Predict the reaction yield, written as a fraction of the theoretical maximum amount of product (1.0 means a 100% yield; for example, 0.34 means a 34% yield).. Dataset: Reaction yield outcomes from USPTO patents with 853,638 reactions (1) The reactants are [C:1]([O:5][C:6](=[O:19])[CH2:7][C@@H:8]([CH2:17][OH:18])[CH2:9][C@H:10]([CH3:16])[CH2:11][CH2:12][CH2:13][CH2:14][CH3:15])([CH3:4])([CH3:3])[CH3:2].C(OC(=O)C[C@H](C[C@@H](C)CCCCC)C(O)=O)(C)(C)C. No catalyst specified. The product is [C:1]([O:5][C:6](=[O:19])[CH2:7][C@@H:8]([CH2:17][OH:18])[CH2:9][C@@H:10]([CH3:16])[CH2:11][CH2:12][CH2:13][CH2:14][CH3:15])([CH3:2])([CH3:4])[CH3:3]. The yield is 0.760. (2) The reactants are C1([O:7][C:8](=O)[NH:9][C:10]2[CH:15]=[CH:14][C:13]([O:16][C:17]3[C:26]4[C:21](=[CH:22][C:23]([O:29][CH3:30])=[C:24]([O:27][CH3:28])[CH:25]=4)[N:20]=[CH:19][CH:18]=3)=[CH:12][C:11]=2[F:31])C=CC=CC=1.[CH:33]1([NH2:36])[CH2:35][CH2:34]1.C(OCC)(=O)C.O. The catalyst is CS(C)=O.CO. The product is [CH:33]1([NH:36][C:8]([NH:9][C:10]2[CH:15]=[CH:14][C:13]([O:16][C:17]3[C:26]4[C:21](=[CH:22][C:23]([O:29][CH3:30])=[C:24]([O:27][CH3:28])[CH:25]=4)[N:20]=[CH:19][CH:18]=3)=[CH:12][C:11]=2[F:31])=[O:7])[CH2:35][CH2:34]1. The yield is 0.730. (3) The reactants are [NH2:1][C:2]1[CH:3]=[C:4]([CH:8]=[C:9](Br)[CH:10]=1)[C:5]([OH:7])=[O:6].[O:12]1[CH:16]=[CH:15][CH:14]=[C:13]1B(O)O.C(=O)([O-])[O-].[K+].[K+].Cl. The catalyst is O1CCOCC1.O.C1C=CC([P]([Pd]([P](C2C=CC=CC=2)(C2C=CC=CC=2)C2C=CC=CC=2)([P](C2C=CC=CC=2)(C2C=CC=CC=2)C2C=CC=CC=2)[P](C2C=CC=CC=2)(C2C=CC=CC=2)C2C=CC=CC=2)(C2C=CC=CC=2)C2C=CC=CC=2)=CC=1. The product is [NH2:1][C:2]1[CH:3]=[C:4]([CH:8]=[C:9]([C:13]2[O:12][CH:16]=[CH:15][CH:14]=2)[CH:10]=1)[C:5]([OH:7])=[O:6]. The yield is 0.372. (4) The reactants are [NH2:1][CH2:2][CH:3]1[CH2:8][CH2:7][N:6]([C:9]([O:11][C:12]([CH3:15])([CH3:14])[CH3:13])=[O:10])[CH2:5][CH2:4]1.Cl[C:17]([O:19][CH2:20][C:21]1[CH:26]=[CH:25][CH:24]=[CH:23][CH:22]=1)=[O:18]. The catalyst is C1COCC1.O.[OH-].[Na+]. The product is [CH2:20]([O:19][C:17]([NH:1][CH2:2][CH:3]1[CH2:8][CH2:7][N:6]([C:9]([O:11][C:12]([CH3:15])([CH3:14])[CH3:13])=[O:10])[CH2:5][CH2:4]1)=[O:18])[C:21]1[CH:26]=[CH:25][CH:24]=[CH:23][CH:22]=1. The yield is 0.930. (5) The reactants are [C:1]([O:5][C:6](=[O:32])[NH:7][CH:8]1[CH2:13][CH2:12][N:11]([C:14]2[N:15]([CH3:31])[C:16](=[O:30])[C:17](Cl)=[C:18]([C:20]3[CH:25]=[CH:24][C:23]([C:26]#[N:27])=[C:22]([F:28])[CH:21]=3)[N:19]=2)[CH2:10][CH2:9]1)([CH3:4])([CH3:3])[CH3:2].[CH3:33][N:34](C=O)C. The catalyst is [C-]#N.[C-]#N.[Zn+2].C1C=CC([P]([Pd]([P](C2C=CC=CC=2)(C2C=CC=CC=2)C2C=CC=CC=2)([P](C2C=CC=CC=2)(C2C=CC=CC=2)C2C=CC=CC=2)[P](C2C=CC=CC=2)(C2C=CC=CC=2)C2C=CC=CC=2)(C2C=CC=CC=2)C2C=CC=CC=2)=CC=1. The product is [C:1]([O:5][C:6](=[O:32])[NH:7][CH:8]1[CH2:13][CH2:12][N:11]([C:14]2[N:15]([CH3:31])[C:16](=[O:30])[C:17]([C:33]#[N:34])=[C:18]([C:20]3[CH:25]=[CH:24][C:23]([C:26]#[N:27])=[C:22]([F:28])[CH:21]=3)[N:19]=2)[CH2:10][CH2:9]1)([CH3:4])([CH3:3])[CH3:2]. The yield is 0.330. (6) The reactants are C([Mg]Cl)(C)C.[Cl:6][C:7]1[CH:12]=[CH:11][C:10](I)=[CH:9][N:8]=1.[Cl:14][C:15]1[CH:22]=[CH:21][CH:20]=[CH:19][C:16]=1[CH:17]=[O:18]. The catalyst is O1CCCC1.[Cl-].[Na+].O. The product is [Cl:14][C:15]1[CH:22]=[CH:21][CH:20]=[CH:19][C:16]=1[CH:17]([C:10]1[CH:11]=[CH:12][C:7]([Cl:6])=[N:8][CH:9]=1)[OH:18]. The yield is 1.00. (7) The yield is 0.476. The product is [CH3:1][C:2]1[CH:11]=[CH:10][C:9]2[C:4](=[C:5]([C:12]3([C:13]([O:15][CH3:16])=[O:14])[CH2:21][CH2:20]3)[CH:6]=[CH:7][CH:8]=2)[N:3]=1. The reactants are [CH3:1][C:2]1[CH:11]=[CH:10][C:9]2[C:4](=[C:5]([CH2:12][C:13]([O:15][CH3:16])=[O:14])[CH:6]=[CH:7][CH:8]=2)[N:3]=1.[H-].[Na+].Br[CH2:20][CH2:21]Cl.O. The catalyst is CS(C)=O.C1COCC1.CCOCC. (8) The reactants are Br[C:2]1[S:6][C:5]([C:7]([O:9][CH3:10])=[O:8])=[C:4]([NH:11][C:12](=[O:17])[C:13]([F:16])([F:15])[F:14])[C:3]=1[CH3:18].[N+:19]([C:22]1[CH:23]=[C:24](B(O)O)[CH:25]=[CH:26][CH:27]=1)([O-:21])=[O:20].[F-].[K+]. The catalyst is C1COCC1.CCOC(C)=O.C1C=CC([P]([Pd]([P](C2C=CC=CC=2)(C2C=CC=CC=2)C2C=CC=CC=2)([P](C2C=CC=CC=2)(C2C=CC=CC=2)C2C=CC=CC=2)[P](C2C=CC=CC=2)(C2C=CC=CC=2)C2C=CC=CC=2)(C2C=CC=CC=2)C2C=CC=CC=2)=CC=1. The product is [CH3:18][C:3]1[C:4]([NH:11][C:12](=[O:17])[C:13]([F:16])([F:15])[F:14])=[C:5]([C:7]([O:9][CH3:10])=[O:8])[S:6][C:2]=1[C:26]1[CH:25]=[CH:24][CH:23]=[C:22]([N+:19]([O-:21])=[O:20])[CH:27]=1. The yield is 0.670. (9) The reactants are [CH3:1][O:2][C:3](=[O:28])[C:4]1[CH:9]=[CH:8][CH:7]=[C:6]([CH2:10][O:11][C:12]2[CH:17]=[CH:16][C:15]([C:18]3[CH:23]=[C:22]([F:24])[C:21]([F:25])=[CH:20][C:19]=3[CH3:26])=[CH:14][CH:13]=2)[C:5]=1Br.[C:29]([O:33][C:34]([N:36]([CH3:38])[NH2:37])=[O:35])([CH3:32])([CH3:31])[CH3:30].C(=O)([O-])[O-].[Cs+].[Cs+].F[B-](F)(F)F.C([PH+](C(C)(C)C)C(C)(C)C)(C)(C)C. The catalyst is C1(C)C=CC=CC=1.C([O-])(=O)C.[Pd+2].C([O-])(=O)C. The product is [CH3:1][O:2][C:3](=[O:28])[C:4]1[CH:9]=[CH:8][CH:7]=[C:6]([CH2:10][O:11][C:12]2[CH:17]=[CH:16][C:15]([C:18]3[CH:23]=[C:22]([F:24])[C:21]([F:25])=[CH:20][C:19]=3[CH3:26])=[CH:14][CH:13]=2)[C:5]=1[NH:37][N:36]([C:34]([O:33][C:29]([CH3:32])([CH3:31])[CH3:30])=[O:35])[CH3:38]. The yield is 0.920. (10) The reactants are [NH2:1][OH:2].Cl.C([O-])([O-])=O.[K+].[K+].[C:10](O[C:10]([O:12][C:13]([CH3:16])([CH3:15])[CH3:14])=[O:11])([O:12][C:13]([CH3:16])([CH3:15])[CH3:14])=[O:11]. The catalyst is C(OCC)C.O. The product is [OH:2][NH:1][C:10](=[O:11])[O:12][C:13]([CH3:16])([CH3:15])[CH3:14]. The yield is 0.520.